The task is: Predict which catalyst facilitates the given reaction.. This data is from Catalyst prediction with 721,799 reactions and 888 catalyst types from USPTO. Reactant: [CH3:1][N:2]1[C:6]([C:7]2[CH:8]=[CH:9][C:10]([NH2:13])=[N:11][CH:12]=2)=[CH:5][C:4]([C:14]2[N:18]=[C:17]([CH3:19])[O:16][N:15]=2)=[N:3]1.[Cl:20][C:21]1[CH:29]=[CH:28][CH:27]=[CH:26][C:22]=1[C:23](Cl)=[O:24].CCN(C(C)C)C(C)C.C([O-])(O)=O.[Na+].C(Cl)Cl. Product: [Cl:20][C:21]1[CH:29]=[CH:28][CH:27]=[CH:26][C:22]=1[C:23]([NH:13][C:10]1[CH:9]=[CH:8][C:7]([C:6]2[N:2]([CH3:1])[N:3]=[C:4]([C:14]3[N:18]=[C:17]([CH3:19])[O:16][N:15]=3)[CH:5]=2)=[CH:12][N:11]=1)=[O:24]. The catalyst class is: 2.